Dataset: Forward reaction prediction with 1.9M reactions from USPTO patents (1976-2016). Task: Predict the product of the given reaction. The product is: [CH3:1][O:2][C:3](=[O:30])[C:4]1[CH:16]=[C:15]([C:32]([C:33]2[CH:34]=[N:35][CH:36]=[CH:37][CH:38]=2)=[O:39])[CH:14]=[C:6]([C:7]([N:9]([CH3:13])[CH2:10][CH2:11][CH3:12])=[O:8])[CH:5]=1. Given the reactants [CH3:1][O:2][C:3](=[O:30])[C:4]1[CH:16]=[C:15]([Sn](CCCC)(CCCC)CCCC)[CH:14]=[C:6]([C:7]([N:9]([CH3:13])[CH2:10][CH2:11][CH3:12])=[O:8])[CH:5]=1.Cl.[C:32](Cl)(=[O:39])[C:33]1[CH:38]=[CH:37][CH:36]=[N:35][CH:34]=1.C(P(C(C)(C)C)C1C=CC=CC=1C1C=CC=CC=1)(C)(C)C, predict the reaction product.